The task is: Predict the reactants needed to synthesize the given product.. This data is from Full USPTO retrosynthesis dataset with 1.9M reactions from patents (1976-2016). (1) Given the product [CH:1]1([C:7]2[C:15]3[C:10](=[CH:11][C:12]([C:16]([OH:18])=[O:17])=[CH:13][CH:14]=3)[N:9]([CH2:19][C:83]3[CH:87]=[C:86]([CH3:88])[O:85][N:84]=3)[C:8]=2[C:26]2[CH:27]=[C:28]3[C:33](=[CH:34][CH:35]=2)[N:32]=[C:31]([C:36]2[S:40][C:39]([CH3:41])=[N:38][C:37]=2[CH3:42])[CH:30]=[CH:29]3)[CH2:2][CH2:3][CH2:4][CH2:5][CH2:6]1, predict the reactants needed to synthesize it. The reactants are: [CH:1]1([C:7]2[C:15]3[C:10](=[CH:11][C:12]([C:16]([OH:18])=[O:17])=[CH:13][CH:14]=3)[N:9]([CH2:19]C3C=CN=CC=3)[C:8]=2[C:26]2[CH:27]=[C:28]3[C:33](=[CH:34][CH:35]=2)[N:32]=[C:31]([C:36]2[S:40][C:39]([CH3:41])=[N:38][C:37]=2[CH3:42])[CH:30]=[CH:29]3)[CH2:6][CH2:5][CH2:4][CH2:3][CH2:2]1.COC(C1C=C2C(C(C3CCCCC3)=C(C3C=C4C(=CC=3)N=C(C3SC(C)=NC=3C)C=C4)N2)=CC=1)=O.[H-].[Na+].ClC[C:83]1[CH:87]=[C:86]([CH3:88])[O:85][N:84]=1. (2) Given the product [CH3:3][O:4][C:5]1[CH:12]=[CH:11][CH:10]=[CH:9][C:6]=1[CH:7]=[CH2:13], predict the reactants needed to synthesize it. The reactants are: [H-].[Na+].[CH3:3][O:4][C:5]1[CH:12]=[CH:11][CH:10]=[CH:9][C:6]=1[CH:7]=O.[CH3:13]S(C)=O. (3) Given the product [CH:20]1[CH:21]=[CH:22][CH:23]=[C:24]2[C:19]=1[C:18](=[O:28])[C:17]1[C:25]2=[CH:26][C:27]2[C:9]3[C:8](=[CH:13][CH:12]=[CH:11][CH:10]=3)[NH:14][C:15]=2[CH:16]=1, predict the reactants needed to synthesize it. The reactants are: C(O)(=O)C(C)(C)C.[C:8]1([NH:14][C:15]2[CH:27]=[CH:26][C:25]3[C:24]4[C:19](=[CH:20][CH:21]=[CH:22][CH:23]=4)[C:18](=[O:28])[C:17]=3[CH:16]=2)[CH:13]=[CH:12][CH:11]=[CH:10][CH:9]=1.C(=O)([O-])[O-].[K+].[K+].C([O-])([O-])=O.[Na+].[Na+]. (4) Given the product [Cl:1][C:2]1[CH:7]=[C:6]([C:8]2[CH:13]=[CH:12][CH:11]=[CH:10][CH:9]=2)[CH:5]=[CH:4][C:3]=1[O:14][CH2:24][C:21]1[O:20][C:19]([C:17]([OH:18])=[O:16])=[CH:23][CH:22]=1, predict the reactants needed to synthesize it. The reactants are: [Cl:1][C:2]1[CH:7]=[C:6]([C:8]2[CH:13]=[CH:12][CH:11]=[CH:10][CH:9]=2)[CH:5]=[CH:4][C:3]=1[OH:14].C[O:16][C:17]([C:19]1[O:20][C:21]([CH2:24]Cl)=[CH:22][CH:23]=1)=[O:18]. (5) Given the product [C:1]([O:5][C:6](=[O:27])[N:7]([CH2:17][C:18]1[CH:23]=[CH:22][CH:21]=[C:20]([CH2:24][CH:25]=[O:26])[CH:19]=1)[CH2:8][CH2:9][CH2:10][C:11]1[CH:16]=[CH:15][CH:14]=[CH:13][N:12]=1)([CH3:2])([CH3:4])[CH3:3], predict the reactants needed to synthesize it. The reactants are: [C:1]([O:5][C:6](=[O:27])[N:7]([CH2:17][C:18]1[CH:23]=[CH:22][CH:21]=[C:20]([CH2:24][CH2:25][OH:26])[CH:19]=1)[CH2:8][CH2:9][CH2:10][C:11]1[CH:16]=[CH:15][CH:14]=[CH:13][N:12]=1)([CH3:4])([CH3:3])[CH3:2].CC(OI1(OC(C)=O)(OC(C)=O)OC(=O)C2C=CC=CC1=2)=O.S([O-])([O-])(=O)=S.[Na+].[Na+].C(=O)(O)[O-].[Na+]. (6) The reactants are: [CH3:1][O-].[Na+].Cl.[CH3:5][C:6]1[C:14]2[C:9](=[CH:10][C:11]([NH2:15])=[CH:12][CH:13]=2)[NH:8][N:7]=1.C=O.[BH4-].[Na+].[OH-].[Na+]. Given the product [CH3:1][NH:15][C:11]1[CH:10]=[C:9]2[C:14]([C:6]([CH3:5])=[N:7][NH:8]2)=[CH:13][CH:12]=1, predict the reactants needed to synthesize it.